Dataset: Forward reaction prediction with 1.9M reactions from USPTO patents (1976-2016). Task: Predict the product of the given reaction. The product is: [NH2:21][C:15]1[CH:16]=[CH:17][C:18]([O:19][CH3:20])=[C:13]([CH:14]=1)[C:11](/[N:10]=[C:9]1/[C:5]([CH2:1][CH2:2][CH2:3][CH3:4])=[CH:6][N:7]([C:29]([CH3:31])([CH3:32])[CH3:30])[S:8]/1)=[O:12]. Given the reactants [CH2:1]([C:5]1=[CH:6][N:7]([C:29]([CH3:32])([CH3:31])[CH3:30])[S:8]/[C:9]/1=[N:10]\[C:11]([C:13]1[CH:14]=[C:15]([NH:21]C(=O)OC(C)(C)C)[CH:16]=[CH:17][C:18]=1[O:19][CH3:20])=[O:12])[CH2:2][CH2:3][CH3:4].C(O)(C(F)(F)F)=O, predict the reaction product.